Dataset: Peptide-MHC class II binding affinity with 134,281 pairs from IEDB. Task: Regression. Given a peptide amino acid sequence and an MHC pseudo amino acid sequence, predict their binding affinity value. This is MHC class II binding data. (1) The peptide sequence is GESQIVDKIDAAFKI. The MHC is DRB5_0101 with pseudo-sequence DRB5_0101. The binding affinity (normalized) is 0.788. (2) The MHC is DRB5_0101 with pseudo-sequence DRB5_0101. The peptide sequence is GRLLRGHDQSAYDG. The binding affinity (normalized) is 0.0995. (3) The binding affinity (normalized) is 0.0759. The MHC is DRB1_1501 with pseudo-sequence DRB1_1501. The peptide sequence is GTLWCGHGNKSSGPNELG. (4) The peptide sequence is LVKYVNGDGDVVAVDIKEKG. The MHC is HLA-DPA10201-DPB10501 with pseudo-sequence HLA-DPA10201-DPB10501. The binding affinity (normalized) is 0.434. (5) The peptide sequence is PTSLLISWGHYPLHL. The MHC is DRB3_0202 with pseudo-sequence DRB3_0202. The binding affinity (normalized) is 0.411.